This data is from TCR-epitope binding with 47,182 pairs between 192 epitopes and 23,139 TCRs. The task is: Binary Classification. Given a T-cell receptor sequence (or CDR3 region) and an epitope sequence, predict whether binding occurs between them. (1) The epitope is RIFTIGTVTLK. The TCR CDR3 sequence is CASSVGLGWSYNEQFF. Result: 0 (the TCR does not bind to the epitope). (2) The epitope is NLVPMVATV. The TCR CDR3 sequence is CASSSYRGLVSPLHF. Result: 1 (the TCR binds to the epitope). (3) The epitope is KTSVDCTMYI. The TCR CDR3 sequence is CASSGGTGMNTEAFF. Result: 1 (the TCR binds to the epitope).